Dataset: Forward reaction prediction with 1.9M reactions from USPTO patents (1976-2016). Task: Predict the product of the given reaction. (1) Given the reactants [Cl:1][C:2]1[N:7]=[C:6](Cl)[C:5]([C:9]([O:11][CH2:12][CH3:13])=[O:10])=[CH:4][N:3]=1.CCN(C(C)C)C(C)C.[N:23]1([C:28]2[CH:34]=[CH:33][C:31]([NH2:32])=[CH:30][CH:29]=2)[CH:27]=[N:26][CH:25]=[N:24]1, predict the reaction product. The product is: [N:23]1([C:28]2[CH:29]=[CH:30][C:31]([NH:32][C:6]3[C:5]([C:9]([O:11][CH2:12][CH3:13])=[O:10])=[CH:4][N:3]=[C:2]([Cl:1])[N:7]=3)=[CH:33][CH:34]=2)[CH:27]=[N:26][CH:25]=[N:24]1. (2) Given the reactants [NH2:1][C:2]1[CH:7]=[CH:6][C:5]([C:8]2[O:9][C:10]([C:13]3[CH:18]=[CH:17][C:16]([NH2:19])=[CH:15][CH:14]=3)=[N:11][N:12]=2)=[CH:4][CH:3]=1.[S:20](O[S:20]([C:23]([F:26])([F:25])[F:24])(=[O:22])=[O:21])([C:23]([F:26])([F:25])[F:24])(=[O:22])=[O:21], predict the reaction product. The product is: [F:24][C:23]([F:26])([F:25])[S:20]([NH:19][C:16]1[CH:17]=[CH:18][C:13]([C:10]2[O:9][C:8]([C:5]3[CH:4]=[CH:3][C:2]([NH:1][S:20]([C:23]([F:24])([F:25])[F:26])(=[O:21])=[O:22])=[CH:7][CH:6]=3)=[N:12][N:11]=2)=[CH:14][CH:15]=1)(=[O:22])=[O:21]. (3) Given the reactants [C:1]1([NH:7][C:8]2[N:25]=[C:11]3[CH:12]=[CH:13][CH:14]=[C:15]([CH2:16][C:17]4[CH:18]=[C:19]([CH:22]=[CH:23][CH:24]=4)[C:20]#[N:21])[N:10]3[N:9]=2)[CH:6]=[CH:5][CH:4]=[CH:3][CH:2]=1.[OH:26]O.[OH-].[Na+].Cl, predict the reaction product. The product is: [C:1]1([NH:7][C:8]2[N:25]=[C:11]3[CH:12]=[CH:13][CH:14]=[C:15]([CH2:16][C:17]4[CH:18]=[C:19]([CH:22]=[CH:23][CH:24]=4)[C:20]([NH2:21])=[O:26])[N:10]3[N:9]=2)[CH:2]=[CH:3][CH:4]=[CH:5][CH:6]=1. (4) Given the reactants [NH2:1][C:2]1[N:10]=[C:9]([O:11][CH2:12][CH2:13][CH2:14][CH3:15])[N:8]=[C:7]2[C:3]=1[N:4]=[C:5]([O:35][CH3:36])[N:6]2[CH2:16][CH2:17][CH2:18][CH:19]1[CH2:24][CH2:23][CH2:22]CN1C(OCC1C=CC=CC=1)=O.FC(F)(F)C(O)=O.C(OC1N=C2C(N=C(OC)N2)=C(N)N=1)CCC.BrCCCCC1CC[N:69]([C:72]([O:74][CH2:75][C:76]2[CH:81]=[CH:80][CH:79]=[CH:78][CH:77]=2)=[O:73])[CH2:68][CH2:67]1, predict the reaction product. The product is: [NH2:1][C:2]1[N:10]=[C:9]([O:11][CH2:12][CH2:13][CH2:14][CH3:15])[N:8]=[C:7]2[C:3]=1[N:4]=[C:5]([O:35][CH3:36])[N:6]2[CH2:16][CH2:17][CH2:18][CH2:19][CH:24]1[CH2:23][CH2:22][N:69]([C:72]([O:74][CH2:75][C:76]2[CH:81]=[CH:80][CH:79]=[CH:78][CH:77]=2)=[O:73])[CH2:68][CH2:67]1. (5) Given the reactants [F:1][C:2]1[CH:3]=[C:4]([CH:44]=[CH:45][CH:46]=1)[CH2:5][N:6]1[CH:10]=[C:9]([C:11]2[C:19]3[C:14](=[N:15][CH:16]=[C:17]([C:20]4[C:21]([O:32][CH3:33])=[N:22][C:23]([N:26]5[CH2:31][CH2:30][NH:29][CH2:28][CH2:27]5)=[CH:24][CH:25]=4)[CH:18]=3)[N:13]([S:34]([C:37]3[CH:43]=[CH:42][C:40]([CH3:41])=[CH:39][CH:38]=3)(=[O:36])=[O:35])[CH:12]=2)[CH:8]=[N:7]1.[CH3:47][C@H:48]1[CH2:50][O:49]1.CCN(C(C)C)C(C)C, predict the reaction product. The product is: [F:1][C:2]1[CH:3]=[C:4]([CH:44]=[CH:45][CH:46]=1)[CH2:5][N:6]1[CH:10]=[C:9]([C:11]2[C:19]3[C:14](=[N:15][CH:16]=[C:17]([C:20]4[CH:25]=[CH:24][C:23]([N:26]5[CH2:31][CH2:30][N:29]([CH2:47][C@@H:48]([OH:49])[CH3:50])[CH2:28][CH2:27]5)=[N:22][C:21]=4[O:32][CH3:33])[CH:18]=3)[N:13]([S:34]([C:37]3[CH:43]=[CH:42][C:40]([CH3:41])=[CH:39][CH:38]=3)(=[O:36])=[O:35])[CH:12]=2)[CH:8]=[N:7]1. (6) Given the reactants [C:1]([Cl:5])(Cl)(Cl)Cl.[CH2:6]([O:13][C:14]([NH:16][C:17]1[C:26]2[C:21](=[CH:22][CH:23]=[CH:24][CH:25]=2)[C:20]([CH2:27]CO)=[C:19]([N+:30]([O-:32])=[O:31])[CH:18]=1)=[O:15])[C:7]1[CH:12]=[CH:11][CH:10]=[CH:9][CH:8]=1.C1C=CC(P(C2C=CC=CC=2)C2C=CC=CC=2)=CC=1, predict the reaction product. The product is: [CH2:6]([O:13][C:14]([NH:16][C:17]1[C:26]2[C:21](=[CH:22][CH:23]=[CH:24][CH:25]=2)[C:20]([CH2:27][CH2:1][Cl:5])=[C:19]([N+:30]([O-:32])=[O:31])[CH:18]=1)=[O:15])[C:7]1[CH:12]=[CH:11][CH:10]=[CH:9][CH:8]=1. (7) Given the reactants CC[N:3]([CH:7]([CH3:9])C)[CH:4]([CH3:6])C.[CH3:10][O:11][C:12](=[O:22])[C:13]1[CH:21]=[CH:20][C:16]([C:17]([OH:19])=O)=[CH:15][CH:14]=1.C1C=CC2N(O)N=NC=2C=1.CCN=C=NCCCN(C)C.N1CCCC1, predict the reaction product. The product is: [CH3:10][O:11][C:12](=[O:22])[C:13]1[CH:14]=[CH:15][C:16]([C:17]([N:3]2[CH2:4][CH2:6][CH2:9][CH2:7]2)=[O:19])=[CH:20][CH:21]=1.